This data is from Catalyst prediction with 721,799 reactions and 888 catalyst types from USPTO. The task is: Predict which catalyst facilitates the given reaction. (1) Reactant: [C:1]([NH:4][C:5]1[S:6][CH:7]=[C:8]([C:10]2[CH:15]=[CH:14][C:13]([CH2:16][CH2:17][NH:18][CH:19]([NH:28]C(=O)OC(C)(C)C)[NH:20]C(=O)OC(C)(C)C)=[CH:12][CH:11]=2)[N:9]=1)(=[O:3])[CH3:2].[ClH:36]. Product: [ClH:36].[NH2:28][C:19]([NH:18][CH2:17][CH2:16][C:13]1[CH:12]=[CH:11][C:10]([C:8]2[N:9]=[C:5]([NH:4][C:1](=[O:3])[CH3:2])[S:6][CH:7]=2)=[CH:15][CH:14]=1)=[NH:20]. The catalyst class is: 12. (2) Reactant: [O:1]1[C:10]2[C:5](=[CH:6][CH:7]=[CH:8][CH:9]=2)[CH:4]([OH:11])[CH2:3][CH2:2]1.[Cl:12][C:13]1[CH:18]=[N:17][CH:16]=[C:15](Cl)[N:14]=1. Product: [Cl:12][C:13]1[CH:18]=[N:17][CH:16]=[C:15]([O:11][CH:4]2[C:5]3[C:10](=[CH:9][CH:8]=[CH:7][CH:6]=3)[O:1][CH2:2][CH2:3]2)[N:14]=1. The catalyst class is: 346. (3) Reactant: [Br:1][C:2]1[C:3](=[O:29])[N:4]([CH2:19][C:20]2[CH:25]=[N:24][C:23]([CH2:26][NH:27][CH3:28])=[CH:22][N:21]=2)[C:5]([CH3:18])=[CH:6][C:7]=1[O:8][CH2:9][C:10]1[CH:15]=[CH:14][C:13]([F:16])=[CH:12][C:11]=1[F:17].C(N(CC)CC)C.[CH3:37][S:38](Cl)(=[O:40])=[O:39]. Product: [Br:1][C:2]1[C:3](=[O:29])[N:4]([CH2:19][C:20]2[N:21]=[CH:22][C:23]([CH2:26][N:27]([CH3:28])[S:38]([CH3:37])(=[O:40])=[O:39])=[N:24][CH:25]=2)[C:5]([CH3:18])=[CH:6][C:7]=1[O:8][CH2:9][C:10]1[CH:15]=[CH:14][C:13]([F:16])=[CH:12][C:11]=1[F:17]. The catalyst class is: 10. (4) Reactant: [C:1]1([N:7]2[C:12](=[O:13])[C:11]3[S:14][CH:15]=[C:16]([C:17]4[CH:22]=[CH:21][CH:20]=[CH:19][CH:18]=4)[C:10]=3[N:9]=[CH:8]2)[CH:6]=[CH:5][CH:4]=[CH:3][CH:2]=1.NC1C(C2C=CC=CC=2OC)=CSC=1C([O:39][CH3:40])=O.C(OCC)(OCC)OCC.[Cl:51]C1C=CC(N)=CC=1. Product: [Cl:51][C:4]1[CH:5]=[CH:6][C:1]([N:7]2[C:12](=[O:13])[C:11]3[S:14][CH:15]=[C:16]([C:17]4[CH:18]=[CH:19][CH:20]=[CH:21][C:22]=4[O:39][CH3:40])[C:10]=3[N:9]=[CH:8]2)=[CH:2][CH:3]=1. The catalyst class is: 15. (5) Reactant: CCN=C=NCCCN(C)C.CCN(CC)CC.[C:19]12([C:29](=[O:42])[CH2:30][O:31][C:32]3[CH:37]=[CH:36][C:35]([CH2:38][C:39](O)=[O:40])=[CH:34][CH:33]=3)[CH2:28][CH:23]3[CH2:24][CH:25]([CH2:27][CH:21]([CH2:22]3)[CH2:20]1)[CH2:26]2.[CH2:43]([NH2:50])[C:44]1[CH:49]=[CH:48][CH:47]=[CH:46][CH:45]=1. Product: [C:19]12([C:29](=[O:42])[CH2:30][O:31][C:32]3[CH:37]=[CH:36][C:35]([CH2:38][C:39]([NH:50][CH2:43][C:44]4[CH:49]=[CH:48][CH:47]=[CH:46][CH:45]=4)=[O:40])=[CH:34][CH:33]=3)[CH2:20][CH:21]3[CH2:27][CH:25]([CH2:24][CH:23]([CH2:22]3)[CH2:28]1)[CH2:26]2. The catalyst class is: 79. (6) Reactant: [C:1]([O:5][C:6](=[O:19])[NH:7][C:8]1[CH:13]=[CH:12][CH:11]=[C:10]([O:14][C:15]([F:18])([F:17])[F:16])[CH:9]=1)([CH3:4])([CH3:3])[CH3:2].[H-].[Na+].Br[CH2:23][C:24]1[N:29]([CH2:30][CH2:31][C:32]2[CH:41]=[CH:40][C:35]([C:36]([O:38][CH3:39])=[O:37])=[CH:34][CH:33]=2)[C:28](=[O:42])[C:27]([Cl:43])=[CH:26][C:25]=1[CH:44]1[CH2:46][CH2:45]1.O. Product: [C:1]([O:5][C:6]([N:7]([CH2:23][C:24]1[N:29]([CH2:30][CH2:31][C:32]2[CH:41]=[CH:40][C:35]([C:36]([O:38][CH3:39])=[O:37])=[CH:34][CH:33]=2)[C:28](=[O:42])[C:27]([Cl:43])=[CH:26][C:25]=1[CH:44]1[CH2:46][CH2:45]1)[C:8]1[CH:13]=[CH:12][CH:11]=[C:10]([O:14][C:15]([F:17])([F:18])[F:16])[CH:9]=1)=[O:19])([CH3:4])([CH3:2])[CH3:3]. The catalyst class is: 3. (7) Reactant: C([O:3][C:4](=[O:38])[C:5]([CH3:37])([O:9][C:10]1[CH:15]=[CH:14][C:13]([CH2:16][CH2:17][CH2:18][CH:19]2[CH2:23][N:22]([CH2:24][C:25]3[CH:30]=[CH:29][C:28]([C:31]([F:34])([F:33])[F:32])=[CH:27][CH:26]=3)[C:21](=[O:35])[N:20]2[CH3:36])=[CH:12][CH:11]=1)[CH2:6][CH2:7][CH3:8])C.[OH-].[Na+]. Product: [CH3:37][C:5]([O:9][C:10]1[CH:11]=[CH:12][C:13]([CH2:16][CH2:17][CH2:18][CH:19]2[CH2:23][N:22]([CH2:24][C:25]3[CH:26]=[CH:27][C:28]([C:31]([F:34])([F:32])[F:33])=[CH:29][CH:30]=3)[C:21](=[O:35])[N:20]2[CH3:36])=[CH:14][CH:15]=1)([CH2:6][CH2:7][CH3:8])[C:4]([OH:38])=[O:3]. The catalyst class is: 14. (8) Reactant: [CH3:1][O:2][C:3]1[CH:8]=[CH:7][C:6]([C@@:9]23[CH2:17][CH2:16][CH:15]([NH2:18])[CH2:14][C@@H:13]2[N:12]([CH3:19])[CH2:11][CH2:10]3)=[CH:5][C:4]=1[O:20][C:21]([F:24])([F:23])[F:22].[F:25][C:26]1[CH:27]=[C:28]([N:36]=[C:37]=[O:38])[CH:29]=[C:30]([C:32]([F:35])([F:34])[F:33])[CH:31]=1. Product: [F:25][C:26]1[CH:27]=[C:28]([NH:36][C:37]([NH:18][C@H:15]2[CH2:14][C@H:13]3[C@:9]([C:6]4[CH:7]=[CH:8][C:3]([O:2][CH3:1])=[C:4]([O:20][C:21]([F:24])([F:22])[F:23])[CH:5]=4)([CH2:10][CH2:11][N:12]3[CH3:19])[CH2:17][CH2:16]2)=[O:38])[CH:29]=[C:30]([C:32]([F:34])([F:35])[F:33])[CH:31]=1. The catalyst class is: 2.